Predict the reaction yield, written as a fraction of the theoretical maximum amount of product (1.0 means a 100% yield; for example, 0.34 means a 34% yield). From a dataset of Reaction yield outcomes from USPTO patents with 853,638 reactions. (1) The reactants are [N:1]1([C:7]2[CH:12]=[CH:11][C:10]([CH2:13][C:14]([C:16]3[CH:21]=[CH:20][CH:19]=[CH:18][CH:17]=3)=O)=[CH:9][CH:8]=2)[CH2:6][CH2:5][O:4][CH2:3][CH2:2]1.[Br:22][C:23]1[CH:24]=[CH:25][C:26]([NH:29]N)=[N:27][CH:28]=1. No catalyst specified. The product is [Br:22][C:23]1[CH:24]=[C:25]2[C:13]([C:10]3[CH:11]=[CH:12][C:7]([N:1]4[CH2:6][CH2:5][O:4][CH2:3][CH2:2]4)=[CH:8][CH:9]=3)=[C:14]([C:16]3[CH:21]=[CH:20][CH:19]=[CH:18][CH:17]=3)[NH:29][C:26]2=[N:27][CH:28]=1. The yield is 0.290. (2) The reactants are Cl[C:2]1[CH:7]=[CH:6][N:5]=[C:4]([N:8]2[CH2:19][CH2:18][C:17]3[C:16]4[CH2:15][C:14]([CH3:21])([CH3:20])[CH2:13][C:12]=4[S:11][C:10]=3[C:9]2=[O:22])[C:3]=1[CH:23]=[O:24].[CH3:25][N:26]1[C:31](=[O:32])[C:30]([NH:33][C:34]2[CH:39]=[CH:38][C:37]([C:40]([N:42]3[CH2:47][CH2:46][O:45][CH2:44][CH2:43]3)=[O:41])=[CH:36][N:35]=2)=[CH:29][C:28](B(O)O)=[N:27]1.C([O-])(=O)C.[Na+].C(#N)C. The catalyst is C1C=CC(P(C2C=CC=CC=2)[C-]2C=CC=C2)=CC=1.C1C=CC(P(C2C=CC=CC=2)[C-]2C=CC=C2)=CC=1.Cl[Pd]Cl.[Fe+2].O. The product is [CH3:20][C:14]1([CH3:21])[CH2:13][C:12]2[S:11][C:10]3[C:9](=[O:22])[N:8]([C:4]4[C:3]([CH:23]=[O:24])=[C:2]([C:28]5[CH:29]=[C:30]([NH:33][C:34]6[CH:39]=[CH:38][C:37]([C:40]([N:42]7[CH2:43][CH2:44][O:45][CH2:46][CH2:47]7)=[O:41])=[CH:36][N:35]=6)[C:31](=[O:32])[N:26]([CH3:25])[N:27]=5)[CH:7]=[CH:6][N:5]=4)[CH2:19][CH2:18][C:17]=3[C:16]=2[CH2:15]1. The yield is 0.300. (3) The reactants are [F:1][C:2]1[C:10]([Br:11])=[CH:9][CH:8]=[CH:7][C:3]=1[C:4](O)=[O:5].Cl.C([N:15]=C=NCCCN(C)C)C.ON1C2C=CC=CC=2N=N1.[NH4+]. The catalyst is CN(C)C=O.C(OCC)(=O)C.C(=O)([O-])O.[Na+]. The product is [Br:11][C:10]1[C:2]([F:1])=[C:3]([CH:7]=[CH:8][CH:9]=1)[C:4]([NH2:15])=[O:5]. The yield is 0.640. (4) The yield is 0.830. The reactants are [N:1]([C:4]1[C:5]2[NH:12][CH:11]=[C:10]([C@@H:13]3[N:17]([C:18]([O:20][C:21]([CH3:24])([CH3:23])[CH3:22])=[O:19])[C@H:16]([CH2:25][O:26][C:27](=[O:40])[C@@H:28]([NH:32][C:33]([O:35][C:36]([CH3:39])([CH3:38])[CH3:37])=[O:34])[CH:29]([CH3:31])[CH3:30])[C@H:15]4[O:41][C:42]([CH3:45])([CH3:44])[O:43][C@@H:14]34)[C:6]=2[N:7]=[CH:8][N:9]=1)=[N+]=[N-].[H][H]. The catalyst is CO.[Pd]. The product is [NH2:1][C:4]1[C:5]2[NH:12][CH:11]=[C:10]([C@@H:13]3[N:17]([C:18]([O:20][C:21]([CH3:24])([CH3:23])[CH3:22])=[O:19])[C@H:16]([CH2:25][O:26][C:27](=[O:40])[C@@H:28]([NH:32][C:33]([O:35][C:36]([CH3:39])([CH3:38])[CH3:37])=[O:34])[CH:29]([CH3:31])[CH3:30])[C@H:15]4[O:41][C:42]([CH3:44])([CH3:45])[O:43][C@@H:14]34)[C:6]=2[N:7]=[CH:8][N:9]=1. (5) The reactants are C(C1C(I)=[C:6]([O:13][C:14]2[CH:19]=[CH:18][C:17]([CH:20]([CH3:22])[CH3:21])=[C:16](CC=C)[C:15]=2I)[CH:7]=[CH:8]C=1C(C)C)C=C.N(CCCC)(CCCC)CCCC.C([O-])=O.[NH4+]. The catalyst is C([N+]1C=CN(C)C=1)CCC.F[B-](F)(F)F.Cl[Pd]Cl. The product is [CH:20]([C:17]1[CH:18]=[CH:19][C:14]2[O:13][CH:6]=[C:7]([CH3:8])[C:15]=2[CH:16]=1)([CH3:21])[CH3:22]. The yield is 0.300.